Task: Regression. Given two drug SMILES strings and cell line genomic features, predict the synergy score measuring deviation from expected non-interaction effect.. Dataset: NCI-60 drug combinations with 297,098 pairs across 59 cell lines (1) Drug 1: CC(C1=C(C=CC(=C1Cl)F)Cl)OC2=C(N=CC(=C2)C3=CN(N=C3)C4CCNCC4)N. Drug 2: CC1CCC2CC(C(=CC=CC=CC(CC(C(=O)C(C(C(=CC(C(=O)CC(OC(=O)C3CCCCN3C(=O)C(=O)C1(O2)O)C(C)CC4CCC(C(C4)OC)O)C)C)O)OC)C)C)C)OC. Cell line: SK-OV-3. Synergy scores: CSS=34.5, Synergy_ZIP=2.89, Synergy_Bliss=4.73, Synergy_Loewe=-8.28, Synergy_HSA=5.89. (2) Drug 1: CCN(CC)CCNC(=O)C1=C(NC(=C1C)C=C2C3=C(C=CC(=C3)F)NC2=O)C. Drug 2: CCC1(CC2CC(C3=C(CCN(C2)C1)C4=CC=CC=C4N3)(C5=C(C=C6C(=C5)C78CCN9C7C(C=CC9)(C(C(C8N6C)(C(=O)OC)O)OC(=O)C)CC)OC)C(=O)OC)O.OS(=O)(=O)O. Cell line: OVCAR-5. Synergy scores: CSS=0.393, Synergy_ZIP=-0.390, Synergy_Bliss=-0.604, Synergy_Loewe=-2.71, Synergy_HSA=-1.72. (3) Drug 1: CC1=C2C(C(=O)C3(C(CC4C(C3C(C(C2(C)C)(CC1OC(=O)C(C(C5=CC=CC=C5)NC(=O)OC(C)(C)C)O)O)OC(=O)C6=CC=CC=C6)(CO4)OC(=O)C)OC)C)OC. Drug 2: CC1=C2C(C(=O)C3(C(CC4C(C3C(C(C2(C)C)(CC1OC(=O)C(C(C5=CC=CC=C5)NC(=O)OC(C)(C)C)O)O)OC(=O)C6=CC=CC=C6)(CO4)OC(=O)C)O)C)O. Cell line: SW-620. Synergy scores: CSS=63.8, Synergy_ZIP=4.95, Synergy_Bliss=3.18, Synergy_Loewe=5.79, Synergy_HSA=8.97.